This data is from Reaction yield outcomes from USPTO patents with 853,638 reactions. The task is: Predict the reaction yield, written as a fraction of the theoretical maximum amount of product (1.0 means a 100% yield; for example, 0.34 means a 34% yield). (1) The reactants are [BH4-].[Na+].C([O:5][C:6]([C:8]1[C:13]([O:14][CH2:15][CH3:16])=[C:12]([N:17]2[CH2:22][CH2:21][O:20][CH2:19][CH2:18]2)[N:11]=[C:10]([C:23]2[CH:28]=[CH:27][C:26]([NH2:29])=[CH:25][CH:24]=2)[N:9]=1)=O)C. The catalyst is CCO. The product is [NH2:29][C:26]1[CH:25]=[CH:24][C:23]([C:10]2[N:9]=[C:8]([CH2:6][OH:5])[C:13]([O:14][CH2:15][CH3:16])=[C:12]([N:17]3[CH2:18][CH2:19][O:20][CH2:21][CH2:22]3)[N:11]=2)=[CH:28][CH:27]=1. The yield is 0.800. (2) The reactants are [CH2:1]([O:8][C:9]([C:11]1[CH:20]=[C:19]([O:21][CH2:22][C:23]2[CH:28]=[CH:27][CH:26]=[CH:25][CH:24]=2)[C:18]2[C:13](=[C:14]([O:30][CH2:31][C:32]3[CH:37]=[CH:36][CH:35]=[CH:34][CH:33]=3)[C:15](Br)=[CH:16][CH:17]=2)[N:12]=1)=[O:10])[C:2]1[CH:7]=[CH:6][CH:5]=[CH:4][CH:3]=1.CO[C:40]1[CH:45]=[CH:44][C:43](B(O)O)=[CH:42][CH:41]=1.C1(B(O)O)C=CC=CC=1. No catalyst specified. The product is [CH2:1]([O:8][C:9]([C:11]1[CH:20]=[C:19]([O:21][CH2:22][C:23]2[CH:28]=[CH:27][CH:26]=[CH:25][CH:24]=2)[C:18]2[C:13](=[C:14]([O:30][CH2:31][C:32]3[CH:37]=[CH:36][CH:35]=[CH:34][CH:33]=3)[C:15]([C:40]3[CH:45]=[CH:44][CH:43]=[CH:42][CH:41]=3)=[CH:16][CH:17]=2)[N:12]=1)=[O:10])[C:2]1[CH:7]=[CH:6][CH:5]=[CH:4][CH:3]=1. The yield is 0.600. (3) The reactants are C(OC([NH:8][CH:9]([C:26]1[CH:31]=[CH:30][C:29]([Cl:32])=[CH:28][CH:27]=1)[C:10]1[N:14]2[CH2:15][CH2:16][N:17](C(OC(C)(C)C)=O)[CH2:18][C:13]2=[N:12][N:11]=1)=O)(C)(C)C.CO.[ClH:35]. No catalyst specified. The product is [ClH:32].[ClH:35].[Cl:32][C:29]1[CH:30]=[CH:31][C:26]([CH:9]([C:10]2[N:14]3[CH2:15][CH2:16][NH:17][CH2:18][C:13]3=[N:12][N:11]=2)[NH2:8])=[CH:27][CH:28]=1. The yield is 0.990. (4) The reactants are [N:1]([CH2:4][C:5]1[O:6][C:7]([CH:10]([F:12])[F:11])=[CH:8][CH:9]=1)=[N+]=[N-].C1(P(C2C=CC=CC=2)C2C=CC=CC=2)C=CC=CC=1. The catalyst is O1CCCC1.O. The product is [F:11][CH:10]([F:12])[C:7]1[O:6][C:5]([CH2:4][NH2:1])=[CH:9][CH:8]=1. The yield is 0.700. (5) The reactants are [CH3:1][N:2]1[C:6]([C:7]2[CH:12]=[CH:11][CH:10]=[CH:9][CH:8]=2)=[CH:5][CH:4]=[C:3]1[C:13]1[CH:14]=[C:15]2[C:20](=[CH:21][CH:22]=1)[CH:19]=[C:18]([O:23][CH2:24][C:25]#[N:26])[CH:17]=[CH:16]2.[Cl-].[NH4+].[N-:29]=[N+:30]=[N-:31].[Na+]. The catalyst is CN(C=O)C. The product is [CH3:1][N:2]1[C:6]([C:7]2[CH:8]=[CH:9][CH:10]=[CH:11][CH:12]=2)=[CH:5][CH:4]=[C:3]1[C:13]1[CH:14]=[C:15]2[C:20](=[CH:21][CH:22]=1)[CH:19]=[C:18]([O:23][CH2:24][C:25]1[NH:31][N:30]=[N:29][N:26]=1)[CH:17]=[CH:16]2. The yield is 0.810. (6) The reactants are [OH:1][C:2]1[CH:7]=[C:6]([CH2:8][CH3:9])[O:5][C:4](=[O:10])[CH:3]=1.[C:11](Cl)(=[O:15])[CH2:12][CH2:13][CH3:14]. The catalyst is FC(F)(F)C(O)=O. The product is [C:11]([C:3]1[C:4](=[O:10])[O:5][C:6]([CH2:8][CH3:9])=[CH:7][C:2]=1[OH:1])(=[O:15])[CH2:12][CH2:13][CH3:14]. The yield is 0.650. (7) The reactants are [F:1][CH:2]([F:13])[O:3][C:4]1[CH:9]=[CH:8][C:7]([N+:10]([O-])=O)=[CH:6][N:5]=1.C(O)(=O)C. The catalyst is CO.[Pd]. The product is [F:13][CH:2]([F:1])[O:3][C:4]1[N:5]=[CH:6][C:7]([NH2:10])=[CH:8][CH:9]=1. The yield is 1.05. (8) The reactants are [CH3:1][NH:2][C:3]1[C:8]([CH2:9][OH:10])=[CH:7][N:6]=[C:5]([S:11][CH3:12])[N:4]=1. The catalyst is C(Cl)(Cl)Cl.O=[Mn]=O. The product is [CH3:1][NH:2][C:3]1[C:8]([CH:9]=[O:10])=[CH:7][N:6]=[C:5]([S:11][CH3:12])[N:4]=1. The yield is 0.920. (9) The reactants are [C:1]1([C:21]2[CH:26]=[CH:25][CH:24]=[CH:23][CH:22]=2)[CH:6]=[CH:5][CH:4]=[CH:3][C:2]=1[N:7]1[C:16](=[O:17])[C:15]2[C:10](=[CH:11][CH:12]=[CH:13][C:14]=2[Cl:18])[N:9]=[C:8]1[CH2:19]Cl.O.[SH:28][C:29]1[N:37]=[CH:36][N:35]=[C:34]2[C:30]=1[NH:31][CH:32]=[N:33]2.C([O-])([O-])=O.[K+].[K+]. The catalyst is CN(C=O)C. The product is [C:1]1([C:21]2[CH:22]=[CH:23][CH:24]=[CH:25][CH:26]=2)[CH:6]=[CH:5][CH:4]=[CH:3][C:2]=1[N:7]1[C:16](=[O:17])[C:15]2[C:10](=[CH:11][CH:12]=[CH:13][C:14]=2[Cl:18])[N:9]=[C:8]1[CH2:19][S:28][C:29]1[N:37]=[CH:36][N:35]=[C:34]2[C:30]=1[N:31]=[CH:32][NH:33]2. The yield is 0.840. (10) The reactants are [CH3:1][Mg]Cl.[CH2:4]([C:6]1[C:14]2[N:13]3[CH:15]=[CH:16][N:17]=[C:12]3[CH:11]=[N:10][C:9]=2[NH:8][C:7]=1[C:18]1[CH:23]=[CH:22][C:21]([C:24](=[O:26])[CH3:25])=[CH:20][CH:19]=1)[CH3:5]. The catalyst is C1COCC1. The product is [CH2:4]([C:6]1[C:14]2[N:13]3[CH:15]=[CH:16][N:17]=[C:12]3[CH:11]=[N:10][C:9]=2[NH:8][C:7]=1[C:18]1[CH:23]=[CH:22][C:21]([C:24]([OH:26])([CH3:1])[CH3:25])=[CH:20][CH:19]=1)[CH3:5]. The yield is 0.510.